This data is from Peptide-MHC class I binding affinity with 185,985 pairs from IEDB/IMGT. The task is: Regression. Given a peptide amino acid sequence and an MHC pseudo amino acid sequence, predict their binding affinity value. This is MHC class I binding data. (1) The peptide sequence is EIIPKIKAY. The MHC is HLA-A26:02 with pseudo-sequence HLA-A26:02. The binding affinity (normalized) is 1.00. (2) The peptide sequence is KPKVASEAF. The MHC is HLA-A24:03 with pseudo-sequence HLA-A24:03. The binding affinity (normalized) is 0.0847.